Predict the reaction yield, written as a fraction of the theoretical maximum amount of product (1.0 means a 100% yield; for example, 0.34 means a 34% yield). From a dataset of Reaction yield outcomes from USPTO patents with 853,638 reactions. (1) The reactants are Br[C:2]1[CH:8]=[C:7]([N+:9]([O-:11])=[O:10])[CH:6]=[CH:5][C:3]=1[NH2:4].[C:12]([CH:14]1[CH2:16][CH2:15]1)#[CH:13]. The catalyst is C(N(CC)CC)C.[Cu]I.Cl[Pd](Cl)([P](C1C=CC=CC=1)(C1C=CC=CC=1)C1C=CC=CC=1)[P](C1C=CC=CC=1)(C1C=CC=CC=1)C1C=CC=CC=1. The product is [CH:14]1([C:12]#[C:13][C:2]2[CH:8]=[C:7]([N+:9]([O-:11])=[O:10])[CH:6]=[CH:5][C:3]=2[NH2:4])[CH2:16][CH2:15]1. The yield is 0.230. (2) The reactants are [ClH:1].[CH3:2][N:3]1[C:7]([CH3:8])=[C:6]([C:9]2[CH:18]=[CH:17][CH:16]=[C:15]3[C:10]=2[CH2:11][CH2:12][C@H:13]([NH2:19])[CH2:14]3)[C:5]([CH3:20])=[N:4]1. The catalyst is CCOCC. The product is [ClH:1].[CH3:2][N:3]1[C:7]([CH3:8])=[C:6]([C:9]2[CH:18]=[CH:17][CH:16]=[C:15]3[C:10]=2[CH2:11][CH2:12][C@H:13]([NH2:19])[CH2:14]3)[C:5]([CH3:20])=[N:4]1. The yield is 0.910.